Dataset: Catalyst prediction with 721,799 reactions and 888 catalyst types from USPTO. Task: Predict which catalyst facilitates the given reaction. (1) Reactant: [CH2:1]([N:3]1[CH2:8][CH2:7][N:6]([C:9]2[C:18]3[C:13](=[CH:14][CH:15]=[CH:16][CH:17]=3)[CH:12]=[C:11]([C:19]3[CH:24]=[CH:23][C:22]([C:25](=O)[CH2:26][CH2:27][CH3:28])=[CH:21][CH:20]=3)[N:10]=2)[CH2:5][CH2:4]1)[CH3:2].Cl.[NH2:31][OH:32].C([O-])(=O)C.[Na+]. Product: [CH2:1]([N:3]1[CH2:8][CH2:7][N:6]([C:9]2[C:18]3[C:13](=[CH:14][CH:15]=[CH:16][CH:17]=3)[CH:12]=[C:11]([C:19]3[CH:24]=[CH:23][C:22]([C:25](=[N:31][OH:32])[CH2:26][CH2:27][CH3:28])=[CH:21][CH:20]=3)[N:10]=2)[CH2:5][CH2:4]1)[CH3:2]. The catalyst class is: 40. (2) Reactant: IC1C=CC=CC=1S(O)(=O)=O.OOS([O-])=O.[K+].[CH3:18][CH2:19][CH2:20][CH2:21][CH:22]([OH:27])[CH2:23][CH2:24][CH2:25][CH3:26]. Product: [CH3:18][CH2:19][CH2:20][CH2:21][C:22](=[O:27])[CH2:23][CH2:24][CH2:25][CH3:26]. The catalyst class is: 13. (3) Reactant: [NH2:1][CH:2]1[CH2:7][CH2:6][N:5]([C:8]([O:10][C:11]([CH3:14])([CH3:13])[CH3:12])=[O:9])[CH2:4][CH2:3]1.CI.[CH3:17]CN(CC)CC.C([O-])(O)=O.[Na+]. Product: [CH3:17][NH:1][CH:2]1[CH2:3][CH2:4][N:5]([C:8]([O:10][C:11]([CH3:14])([CH3:13])[CH3:12])=[O:9])[CH2:6][CH2:7]1. The catalyst class is: 2. (4) Reactant: [NH2:1][CH2:2][CH:3]1[CH2:7][CH2:6][CH2:5][N:4]1[C:8]([O:10][C:11]([CH3:14])([CH3:13])[CH3:12])=[O:9].[CH:15]([C:17]1[CH:26]=[CH:25][C:20]([C:21]([O:23][CH3:24])=[O:22])=[CH:19][CH:18]=1)=O.C(O)(=O)C.C(O[BH-](OC(=O)C)OC(=O)C)(=O)C.[Na+].C(=O)(O)[O-].[Na+]. Product: [CH3:24][O:23][C:21]([C:20]1[CH:25]=[CH:26][C:17]([CH2:15][NH:1][CH2:2][CH:3]2[CH2:7][CH2:6][CH2:5][N:4]2[C:8]([O:10][C:11]([CH3:14])([CH3:13])[CH3:12])=[O:9])=[CH:18][CH:19]=1)=[O:22]. The catalyst class is: 68. (5) Reactant: Cl.[NH2:2][C:3]1[N:8]=[C:7]([S:9][CH2:10][C:11]2[CH:16]=[CH:15][CH:14]=[C:13]([CH2:17][N:18]3[CH2:23][CH2:22][NH:21][CH2:20][CH2:19]3)[N:12]=2)[N:6]=[C:5]([C:24]2[CH:29]=[CH:28][C:27]([NH:30][C:31](=[O:33])[CH3:32])=[CH:26][CH:25]=2)[C:4]=1[C:34]#[N:35].[CH:36](=O)[C:37]1[CH:42]=[CH:41][CH:40]=[CH:39][CH:38]=1.C(N(CC)CC)C.C([BH3-])#N.[Na+]. Product: [NH2:2][C:3]1[N:8]=[C:7]([S:9][CH2:10][C:11]2[CH:16]=[CH:15][CH:14]=[C:13]([CH2:17][N:18]3[CH2:19][CH2:20][N:21]([CH2:36][C:37]4[CH:42]=[CH:41][CH:40]=[CH:39][CH:38]=4)[CH2:22][CH2:23]3)[N:12]=2)[N:6]=[C:5]([C:24]2[CH:29]=[CH:28][C:27]([NH:30][C:31](=[O:33])[CH3:32])=[CH:26][CH:25]=2)[C:4]=1[C:34]#[N:35]. The catalyst class is: 121.